Dataset: Forward reaction prediction with 1.9M reactions from USPTO patents (1976-2016). Task: Predict the product of the given reaction. (1) Given the reactants Br[CH2:2][C:3]1[C:12]2[C:7](=[CH:8][CH:9]=[CH:10][CH:11]=2)[C:6]([C:13]([NH:15][C:16]2[C:17]([C:22]([NH:24][CH2:25][CH:26]3[CH2:31][CH2:30][CH2:29][CH2:28][N:27]3[C:32]([O:34][C:35]([CH3:38])([CH3:37])[CH3:36])=[O:33])=[O:23])=[N:18][CH:19]=[CH:20][CH:21]=2)=[O:14])=[CH:5][CH:4]=1.[NH:39]1[CH:43]=NC=[N:40]1.[CH3:44][N:45](C=O)C, predict the reaction product. The product is: [N:45]1[N:40]([CH2:2][C:3]2[C:12]3[C:7](=[CH:8][CH:9]=[CH:10][CH:11]=3)[C:6]([C:13]([NH:15][C:16]3[C:17]([C:22]([NH:24][CH2:25][CH:26]4[CH2:31][CH2:30][CH2:29][CH2:28][N:27]4[C:32]([O:34][C:35]([CH3:38])([CH3:37])[CH3:36])=[O:33])=[O:23])=[N:18][CH:19]=[CH:20][CH:21]=3)=[O:14])=[CH:5][CH:4]=2)[N:39]=[CH:43][CH:44]=1. (2) Given the reactants [NH2:1][C:2]1[CH:7]=[CH:6][C:5]([C:8]2[CH:13]=[CH:12][C:11]([C:14]([F:17])([F:16])[F:15])=[CH:10][CH:9]=2)=[CH:4][C:3]=1[C:18]1[NH:22][C:21](=[O:23])[O:20][N:19]=1.[F:24][C:25]1[CH:26]=[C:27]([CH2:32][C:33](Cl)=[O:34])[CH:28]=[C:29]([F:31])[CH:30]=1, predict the reaction product. The product is: [F:24][C:25]1[CH:26]=[C:27]([CH2:32][C:33]([NH:1][C:2]2[CH:7]=[CH:6][C:5]([C:8]3[CH:9]=[CH:10][C:11]([C:14]([F:15])([F:16])[F:17])=[CH:12][CH:13]=3)=[CH:4][C:3]=2[C:18]2[NH:22][C:21](=[O:23])[O:20][N:19]=2)=[O:34])[CH:28]=[C:29]([F:31])[CH:30]=1. (3) Given the reactants [CH3:1][C:2](O)([C:13]1[CH:18]=[CH:17][CH:16]=[CH:15][CH:14]=1)[CH2:3][CH2:4][CH2:5][CH2:6][CH2:7][CH2:8][CH2:9][CH2:10][CH2:11][CH3:12].C[Si]([Br:24])(C)C, predict the reaction product. The product is: [C:13]1([C:2]([Br:24])([CH2:3][CH2:4][CH2:5][CH2:6][CH2:7][CH2:8][CH2:9][CH2:10][CH2:11][CH3:12])[CH3:1])[CH:18]=[CH:17][CH:16]=[CH:15][CH:14]=1. (4) Given the reactants [Br:1][C:2]1[CH:3]=[C:4]([CH:7]=[C:8]([O:11][CH3:12])[C:9]=1[OH:10])[CH:5]=[O:6].[C:13](=O)([O-])[O-].[K+].[K+].CI, predict the reaction product. The product is: [Br:1][C:2]1[CH:3]=[C:4]([CH:7]=[C:8]([O:11][CH3:12])[C:9]=1[O:10][CH3:13])[CH:5]=[O:6]. (5) Given the reactants [CH:1]1([NH:4][C:5]2[N:10]=[C:9](O)[C:8]([C:12]#[N:13])=[C:7]([C:14]3[CH:19]=[CH:18][CH:17]=[CH:16][C:15]=3[F:20])[N:6]=2)[CH2:3][CH2:2]1.O=P(Cl)(Cl)[Cl:23].C([O-])(O)=O.[Na+], predict the reaction product. The product is: [Cl:23][C:9]1[C:8]([C:12]#[N:13])=[C:7]([C:14]2[CH:19]=[CH:18][CH:17]=[CH:16][C:15]=2[F:20])[N:6]=[C:5]([NH:4][CH:1]2[CH2:3][CH2:2]2)[N:10]=1. (6) Given the reactants O.[NH2:2]N.Br.[Br:5][C:6]1[CH:11]=[CH:10][C:9]([C:12](=[NH:14])[NH2:13])=[CH:8][CH:7]=1.[C:15]([NH:18][CH:19]([CH3:27])[C:20](=O)[C:21](OCC)=[O:22])(=[O:17])[CH3:16], predict the reaction product. The product is: [Br:5][C:6]1[CH:11]=[CH:10][C:9]([C:12]2[NH:13][C:21](=[O:22])[C:20]([CH:19]([NH:18][C:15](=[O:17])[CH3:16])[CH3:27])=[N:2][N:14]=2)=[CH:8][CH:7]=1. (7) Given the reactants [NH2:1][C:2]1[S:3][C:4]([CH3:12])=[CH:5][C:6]=1[C:7](OCC)=[O:8].[CH:13]([NH2:15])=O, predict the reaction product. The product is: [CH3:12][C:4]1[S:3][C:2]2[N:1]=[CH:13][N:15]=[C:7]([OH:8])[C:6]=2[CH:5]=1. (8) Given the reactants [C:1]([C:4]1[CH:9]=[CH:8][C:7]([B:10]([OH:12])[OH:11])=[CH:6][CH:5]=1)([OH:3])=[O:2].[CH2:13](O)[CH3:14].Cl, predict the reaction product. The product is: [CH2:13]([O:2][C:1]([C:4]1[CH:5]=[CH:6][C:7]([B:10]([OH:12])[OH:11])=[CH:8][CH:9]=1)=[O:3])[CH3:14].